From a dataset of Catalyst prediction with 721,799 reactions and 888 catalyst types from USPTO. Predict which catalyst facilitates the given reaction. (1) Reactant: N#N.[Br:3][C:4]1[CH:9]=[CH:8][C:7]([CH2:10][C@@H:11]([NH:22]C(=O)OC(C)(C)C)[C:12]2[NH:16][C:15]3[CH:17]=[C:18]([Cl:21])[CH:19]=[CH:20][C:14]=3[N:13]=2)=[CH:6][CH:5]=1.[ClH:30]. Product: [ClH:21].[ClH:30].[Br:3][C:4]1[CH:9]=[CH:8][C:7]([CH2:10][C@H:11]([C:12]2[NH:13][C:14]3[CH:20]=[CH:19][C:18]([Cl:21])=[CH:17][C:15]=3[N:16]=2)[NH2:22])=[CH:6][CH:5]=1. The catalyst class is: 135. (2) Reactant: [CH3:1][N:2]1[C:10]2[C:5](=[CH:6][CH:7]=[CH:8][C:9]=2[O:11][C:12]2[CH:17]=[CH:16][N:15]=[CH:14][CH:13]=2)[CH:4]=[C:3]1[C:18]([OH:20])=O.CN(C(ON1N=NC2[CH:32]=[CH:33][CH:34]=NC1=2)=[N+](C)C)C.F[P-](F)(F)(F)(F)F.[NH2:45][C:46]1[C:47](=[O:52])[NH:48][CH:49]=[CH:50][CH:51]=1.[CH:53](N(CC)C(C)C)(C)C.C([O-])(O)=O.[Na+]. Product: [C:33]([C:50]1[CH:51]=[C:46]([NH:45][C:18]([C:3]2[N:2]([CH3:1])[C:10]3[C:5]([CH:4]=2)=[CH:6][CH:7]=[CH:8][C:9]=3[O:11][C:12]2[CH:13]=[CH:14][N:15]=[CH:16][CH:17]=2)=[O:20])[C:47](=[O:52])[NH:48][CH:49]=1)([CH3:32])([CH3:34])[CH3:53]. The catalyst class is: 3. (3) Reactant: [H-].[Na+].[CH2:3]([N:10]1[CH2:15][CH2:14][CH:13]([N:16]2[CH2:25][C:24]3[C:19](=[CH:20][CH:21]=[CH:22][CH:23]=3)[NH:18][C:17]2=[O:26])[CH2:12][CH2:11]1)[C:4]1[CH:9]=[CH:8][CH:7]=[CH:6][CH:5]=1.[CH3:27]I. The catalyst class is: 6. Product: [CH2:3]([N:10]1[CH2:15][CH2:14][CH:13]([N:16]2[CH2:25][C:24]3[C:19](=[CH:20][CH:21]=[CH:22][CH:23]=3)[N:18]([CH3:27])[C:17]2=[O:26])[CH2:12][CH2:11]1)[C:4]1[CH:5]=[CH:6][CH:7]=[CH:8][CH:9]=1. (4) Reactant: [CH2:1]([C:3]1[CH:8]=[C:7]([OH:9])[CH:6]=[CH:5][C:4]=1[C:10]1[N:14]=[C:13]([C:15]2[CH:16]=[CH:17][C:18]([O:23][CH:24]([CH3:26])[CH3:25])=[C:19]([CH:22]=2)[C:20]#[N:21])[O:12][N:11]=1)[CH3:2].C(=O)([O-])[O-].[K+].[K+].Br[CH2:34][CH2:35][CH2:36][C:37]([O:39][CH2:40][CH3:41])=[O:38]. Product: [C:20]([C:19]1[CH:22]=[C:15]([C:13]2[O:12][N:11]=[C:10]([C:4]3[CH:5]=[CH:6][C:7]([O:9][CH2:34][CH2:35][CH2:36][C:37]([O:39][CH2:40][CH3:41])=[O:38])=[CH:8][C:3]=3[CH2:1][CH3:2])[N:14]=2)[CH:16]=[CH:17][C:18]=1[O:23][CH:24]([CH3:25])[CH3:26])#[N:21]. The catalyst class is: 42. (5) Reactant: [CH2:1]1[CH2:3][CH:2]1[CH:4]1[C:9](=[O:10])[N:8](CC2C=CC(OC)=CC=2)[C:7]2[CH:20]=[C:21]([N+:24]([O-:26])=[O:25])[CH:22]=[CH:23][C:6]=2[O:5]1. Product: [CH2:3]1[CH2:1][CH:2]1[CH:4]1[C:9](=[O:10])[NH:8][C:7]2[CH:20]=[C:21]([N+:24]([O-:26])=[O:25])[CH:22]=[CH:23][C:6]=2[O:5]1. The catalyst class is: 47. (6) Reactant: [Br:1][C:2]1[CH:8]=[CH:7][C:5]([NH2:6])=[C:4]([CH2:9][CH:10]([O:13][CH3:14])[O:11][CH3:12])[CH:3]=1.[O:15]1[CH2:20][CH2:19][C:18](=O)[CH2:17][CH2:16]1.S([O-])([O-])(=O)=O.[Na+].[Na+].C(O[BH-](OC(=O)C)OC(=O)C)(=O)C.[Na+]. Product: [NH3:6].[Br:1][C:2]1[CH:8]=[CH:7][C:5]([NH:6][CH:18]2[CH2:19][CH2:20][O:15][CH2:16][CH2:17]2)=[C:4]([CH2:9][CH:10]([O:13][CH3:14])[O:11][CH3:12])[CH:3]=1. The catalyst class is: 342.